This data is from Forward reaction prediction with 1.9M reactions from USPTO patents (1976-2016). The task is: Predict the product of the given reaction. (1) The product is: [C:8]([O:12][C:13]([N:15]1[CH2:19][CH2:18][C@H:17]([NH:20][C:22]2[CH:29]=[CH:28][CH:27]=[C:24]([C:25]#[N:26])[CH:23]=2)[CH2:16]1)=[O:14])([CH3:11])([CH3:9])[CH3:10]. Given the reactants C1(C)C=CC=CC=1.[C:8]([O:12][C:13]([N:15]1[CH2:19][CH2:18][C@H:17]([NH2:20])[CH2:16]1)=[O:14])([CH3:11])([CH3:10])[CH3:9].Br[C:22]1[CH:23]=[C:24]([CH:27]=[CH:28][CH:29]=1)[C:25]#[N:26].C(=O)([O-])[O-].[Cs+].[Cs+], predict the reaction product. (2) Given the reactants CC(C[AlH]CC(C)C)C.Br[C:11]1[C:12]([CH:33]([CH3:35])[CH3:34])=[C:13]([C:23]2[CH:28]=[CH:27][C:26]([C:29]([F:32])([F:31])[F:30])=[CH:25][CH:24]=2)[C:14]([CH:20]([CH3:22])[CH3:21])=[CH:15][C:16]=1[CH:17]([CH3:19])[CH3:18].Br[C:37]1[CH:42]=[CH:41][CH:40]=[CH:39][C:38]=1Cl.[P:44](Cl)([CH:51]1[CH2:56][CH2:55][CH2:54][CH2:53][CH2:52]1)[CH:45]1[CH2:50][CH2:49][CH2:48][CH2:47][CH2:46]1, predict the reaction product. The product is: [CH:37]1([P:44]([CH:51]2[CH2:56][CH2:55][CH2:54][CH2:53][CH2:52]2)[C:45]2[CH:50]=[CH:49][CH:48]=[CH:47][C:46]=2[C:11]2[C:16]([CH:17]([CH3:18])[CH3:19])=[CH:15][C:14]([CH:20]([CH3:21])[CH3:22])=[C:13]([C:23]3[CH:24]=[CH:25][C:26]([C:29]([F:30])([F:31])[F:32])=[CH:27][CH:28]=3)[C:12]=2[CH:33]([CH3:35])[CH3:34])[CH2:42][CH2:41][CH2:40][CH2:39][CH2:38]1. (3) Given the reactants Br[CH2:2][CH2:3][CH:4]([C:9]1[S:10][C:11]2[CH:18]=[C:17]([C:19]([F:22])([F:21])[F:20])[CH:16]=[CH:15][C:12]=2[C:13]=1[CH3:14])[CH2:5][CH2:6][CH2:7][CH3:8].C(=O)([O-])[O-].[Cs+].[Cs+].[OH:29][C:30]1[CH:35]=[CH:34][C:33]([CH2:36][C:37]([O:39][CH2:40][CH3:41])=[O:38])=[CH:32][C:31]=1[O:42][CH3:43], predict the reaction product. The product is: [CH3:43][O:42][C:31]1[CH:32]=[C:33]([CH2:36][C:37]([O:39][CH2:40][CH3:41])=[O:38])[CH:34]=[CH:35][C:30]=1[O:29][CH2:2][CH2:3][CH:4]([C:9]1[S:10][C:11]2[CH:18]=[C:17]([C:19]([F:22])([F:21])[F:20])[CH:16]=[CH:15][C:12]=2[C:13]=1[CH3:14])[CH2:5][CH2:6][CH2:7][CH3:8].